From a dataset of Reaction yield outcomes from USPTO patents with 853,638 reactions. Predict the reaction yield, written as a fraction of the theoretical maximum amount of product (1.0 means a 100% yield; for example, 0.34 means a 34% yield). (1) The reactants are [CH3:1][N:2]([CH3:33])[C:3]([C:5]1[N:6]([C:27]2[CH:32]=[CH:31][CH:30]=[CH:29][CH:28]=2)[C:7]2[C:12]([C:13](=[O:25])[C:14]=1CNC(C1SC(Br)=NC=1)=O)=[CH:11][CH:10]=[C:9](Cl)[CH:8]=2)=[O:4].N1CCC(CO)CC1. The catalyst is CN1C(=O)CCC1. The product is [CH3:1][N:2]([CH3:33])[C:3]([C:5]1[N:6]([C:27]2[CH:32]=[CH:31][CH:30]=[CH:29][CH:28]=2)[C:7]2[C:12]([C:13](=[O:25])[CH:14]=1)=[CH:11][CH:10]=[CH:9][CH:8]=2)=[O:4]. The yield is 0.570. (2) The reactants are [C-:1]#[N:2].C([Al+]CC)C.C(O)(C)C.[CH3:12][C:13]([C@H:16]1[CH2:21][CH2:20][C@H:19](/[CH:22]=[N:23]/[S@:24]([C:26]2[CH:31]=[CH:30][CH:29]=[CH:28][CH:27]=2)=[O:25])[CH2:18][CH2:17]1)([CH3:15])[CH3:14].[Cl-].[NH4+]. The catalyst is C1COCC1.CCCCCC.C(OCC)(=O)C. The product is [C:1]([C@H:22]([C@H:19]1[CH2:18][CH2:17][C@H:16]([C:13]([CH3:12])([CH3:14])[CH3:15])[CH2:21][CH2:20]1)[NH:23][S:24]([C:26]1[CH:27]=[CH:28][CH:29]=[CH:30][CH:31]=1)=[O:25])#[N:2]. The yield is 0.810. (3) The reactants are Br[C:2]1[CH:7]=[CH:6][C:5]([Cl:8])=[C:4]([O:9][CH2:10][CH3:11])[CH:3]=1.[Li]CCCC.[B:17](OC(C)C)([O:22]C(C)C)[O:18]C(C)C. The catalyst is C1COCC1. The yield is 0.570. The product is [Cl:8][C:5]1[CH:6]=[CH:7][C:2]([B:17]([OH:22])[OH:18])=[CH:3][C:4]=1[O:9][CH2:10][CH3:11]. (4) The reactants are [CH:1]([C:3]1[CH:4]=[C:5]([CH:10]=[CH:11][CH:12]=1)[C:6]([O:8][CH3:9])=[O:7])=[O:2].[CH2:13]([Mg]Br)[CH2:14][CH2:15][CH2:16][CH2:17][CH2:18][CH3:19]. The catalyst is O1CCCC1. The product is [OH:2][CH:1]([C:3]1[CH:4]=[C:5]([CH:10]=[CH:11][CH:12]=1)[C:6]([O:8][CH3:9])=[O:7])[CH2:13][CH2:14][CH2:15][CH2:16][CH2:17][CH2:18][CH3:19]. The yield is 0.690. (5) The reactants are [C:1]([C:4]1[S:5][CH:6]=[CH:7][CH:8]=1)(=O)[CH3:2].[S:9]1[CH:13]=[CH:12][CH:11]=[C:10]1[C:14]([CH2:16][C:17]#[N:18])=[O:15].[CH2:19](C1CCC(=O)CC1)[C:20]1[CH:25]=[CH:24][CH:23]=[CH:22][CH:21]=1.N1CCOCC1.[S]. No catalyst specified. The product is [NH2:18][C:17]1[S:5][C:6]2[CH2:2][CH:1]([CH2:19][C:20]3[CH:25]=[CH:24][CH:23]=[CH:22][CH:21]=3)[CH2:4][CH2:8][C:7]=2[C:16]=1[C:14]([C:10]1[S:9][CH:13]=[CH:12][CH:11]=1)=[O:15]. The yield is 0.720. (6) The reactants are C([O:14][C:15]1[C:24]2[N:23]=[CH:22][CH:21]=[CH:20][C:19]=2[C:18]([C:25]([OH:27])=O)=[C:17]2[CH2:28][N:29]([CH2:32][C:33]3[CH:38]=[CH:37][C:36]([F:39])=[CH:35][CH:34]=3)[C:30](=[O:31])[C:16]=12)(C1C=CC=CC=1)C1C=CC=CC=1.[NH2:40][C:41]1[S:42][CH:43]=[CH:44][N:45]=1.C(N(C(C)C)CC)(C)C.F[P-](F)(F)(F)(F)F.N1(OC(N(C)C)=[N+](C)C)C2N=CC=CC=2N=N1. The catalyst is CN(C)C=O. The product is [S:42]1[CH:43]=[CH:44][N:45]=[C:41]1[NH:40][C:25]([C:18]1[C:19]2[CH:20]=[CH:21][CH:22]=[N:23][C:24]=2[C:15]([OH:14])=[C:16]2[C:30](=[O:31])[N:29]([CH2:32][C:33]3[CH:38]=[CH:37][C:36]([F:39])=[CH:35][CH:34]=3)[CH2:28][C:17]=12)=[O:27]. The yield is 0.600. (7) The reactants are [CH3:1][C:2]1[O:6][C:5]([C:7]2[CH:14]=[CH:13][C:10]([CH:11]=[O:12])=[CH:9][CH:8]=2)=[N:4][C:3]=1[CH2:15][N:16]1[C:24]2[C:19](=[CH:20][C:21]([C:25]([OH:34])([C:30]([F:33])([F:32])[F:31])[C:26]([F:29])([F:28])[F:27])=[CH:22][CH:23]=2)[CH:18]=[C:17]1[CH3:35].[CH3:36][Mg]Br. The catalyst is C1COCC1.C(OCC)C. The product is [F:29][C:26]([F:27])([F:28])[C:25]([C:21]1[CH:20]=[C:19]2[C:24](=[CH:23][CH:22]=1)[N:16]([CH2:15][C:3]1[N:4]=[C:5]([C:7]3[CH:8]=[CH:9][C:10]([CH:11]([OH:12])[CH3:36])=[CH:13][CH:14]=3)[O:6][C:2]=1[CH3:1])[C:17]([CH3:35])=[CH:18]2)([OH:34])[C:30]([F:33])([F:32])[F:31]. The yield is 0.850. (8) The catalyst is C1COCC1. The reactants are [CH3:1][C:2]1[O:6][N:5]=[C:4]([C:7]2[CH:12]=[CH:11][CH:10]=[CH:9][CH:8]=2)[C:3]=1[CH2:13][OH:14].[CH3:15][O:16][C:17](=[O:25])[C:18]1[CH:23]=[CH:22][N:21]=[C:20](O)[CH:19]=1.C1(P(C2C=CC=CC=2)C2C=CC=CC=2)C=CC=CC=1.N(C(OCC)=O)=NC(OCC)=O. The yield is 0.380. The product is [CH3:15][O:16][C:17](=[O:25])[C:18]1[CH:23]=[CH:22][N:21]=[C:20]([O:14][CH2:13][C:3]2[C:4]([C:7]3[CH:12]=[CH:11][CH:10]=[CH:9][CH:8]=3)=[N:5][O:6][C:2]=2[CH3:1])[CH:19]=1.